This data is from Full USPTO retrosynthesis dataset with 1.9M reactions from patents (1976-2016). The task is: Predict the reactants needed to synthesize the given product. Given the product [CH3:8][C:9]1[CH:14]=[CH:13][N:12]=[CH:11][C:10]=1[N:15]1[CH2:19][CH2:18][N:17]([C:20]2[CH:24]=[N:23][NH:22][CH:21]=2)[C:16]1=[O:44], predict the reactants needed to synthesize it. The reactants are: Cl.O1CCOCC1.[CH3:8][C:9]1[CH:14]=[CH:13][N:12]=[CH:11][C:10]=1[N:15]1[CH2:19][CH2:18][N:17]([C:20]2[CH:21]=[N:22][N:23](C(C3C=CC=CC=3)(C3C=CC=CC=3)C3C=CC=CC=3)[CH:24]=2)[C:16]1=[O:44].CO.